Dataset: Catalyst prediction with 721,799 reactions and 888 catalyst types from USPTO. Task: Predict which catalyst facilitates the given reaction. (1) The catalyst class is: 1. Product: [CH:23]([CH:3]1[CH2:4][CH2:5][C:1](=[O:6])[CH2:2]1)([CH3:25])[CH3:24]. Reactant: [C:1]1(=[O:6])[CH2:5][CH2:4][CH:3]=[CH:2]1.Cl[Si](C)(C)C.CN(P(N(C)C)(N(C)C)=O)C.[CH:23]([Mg]Br)([CH3:25])[CH3:24]. (2) Reactant: [Cl:1][C:2]1[CH:7]=[CH:6][C:5]([C@H:8]([NH:11]C(=O)OC(C)(C)C)[CH2:9][CH3:10])=[C:4]([F:19])[C:3]=1[C:20]([C:22]1[CH:23]=[N:24][C:25]([O:28]C)=[CH:26][CH:27]=1)=[O:21]. Product: [NH2:11][C@@H:8]([C:5]1[C:4]([F:19])=[C:3]([C:20]([C:22]2[CH:27]=[CH:26][C:25](=[O:28])[NH:24][CH:23]=2)=[O:21])[C:2]([Cl:1])=[CH:7][CH:6]=1)[CH2:9][CH3:10]. The catalyst class is: 126. (3) Reactant: [Br:1][C:2]1[C:3]2[C:12]([CH3:13])=[CH:11][CH:10]=[CH:9][C:4]=2[S:5][C:6]=1[CH2:7][OH:8]. Product: [Br:1][C:2]1[C:3]2[C:12]([CH3:13])=[CH:11][CH:10]=[CH:9][C:4]=2[S:5][C:6]=1[CH:7]=[O:8]. The catalyst class is: 327. (4) Product: [CH3:11][C:6]12[CH2:10][CH:3]([CH2:4][CH2:5]1)[CH:2]([CH3:1])[C:8](=[O:9])[CH2:7]2. The catalyst class is: 11. Reactant: [CH3:1][C:2]12[O:9][CH:8]1[CH2:7][C:6]1([CH3:11])[CH2:10][CH:3]2[CH2:4][CH2:5]1.B(F)(F)F.O(CC)CC. (5) Reactant: [S:1]1[CH:5]=[CH:4][CH:3]=[C:2]1[CH:6]([SH:10])[C:7]([OH:9])=[O:8].[Cl:11]N1C(=O)CCC1=O. Product: [Cl:11][C:5]1[S:1][C:2]([CH:6]([SH:10])[C:7]([OH:9])=[O:8])=[CH:3][CH:4]=1. The catalyst class is: 157. (6) Reactant: [OH:1][CH2:2][CH2:3][CH2:4][S:5][CH:6]1[CH2:10][CH2:9][O:8][C:7]1=[O:11].CC1C=CC=C(C)N=1.[F:20][C:21]([F:34])([F:33])[S:22](O[S:22]([C:21]([F:34])([F:33])[F:20])(=[O:24])=[O:23])(=[O:24])=[O:23]. Product: [F:20][C:21]([F:34])([F:33])[S:22]([O:1][CH2:2][CH2:3][CH2:4][S:5][CH:6]1[CH2:10][CH2:9][O:8][C:7]1=[O:11])(=[O:24])=[O:23]. The catalyst class is: 2. (7) Reactant: [N:1]1([CH2:6][CH2:7][CH2:8][NH:9][C:10]2[CH:15]=[CH:14][C:13]([N+:16]([O-])=O)=[CH:12][C:11]=2[F:19])[CH:5]=[N:4][N:3]=[N:2]1. Product: [N:1]1([CH2:6][CH2:7][CH2:8][NH:9][C:10]2[CH:15]=[CH:14][C:13]([NH2:16])=[CH:12][C:11]=2[F:19])[CH:5]=[N:4][N:3]=[N:2]1. The catalyst class is: 123. (8) Reactant: [CH3:1][S-:2].[Na+].[Cl:4][C:5]1[CH:6]=[C:7]([CH:10]=[CH:11][C:12]=1F)[C:8]#[N:9]. Product: [Cl:4][C:5]1[CH:6]=[C:7]([CH:10]=[CH:11][C:12]=1[S:2][CH3:1])[C:8]#[N:9]. The catalyst class is: 3. (9) Reactant: C(OC(=O)C([N:7]([C:13]([O:15][C:16]([CH3:19])([CH3:18])[CH3:17])=[O:14])[CH:8]1[CH2:12][CH:11]=[CH:10][CH2:9]1)=O)C.[Li+].[OH-]. Product: [C:16]([O:15][C:13](=[O:14])[NH:7][CH:8]1[CH2:9][CH:10]=[CH:11][CH2:12]1)([CH3:19])([CH3:17])[CH3:18]. The catalyst class is: 6. (10) Reactant: Br[C:2]1[C:3]([N+:9]([O-:11])=[O:10])=[C:4]([CH:6]=[CH:7][CH:8]=1)[NH2:5].CC1(C)C(C)(C)OB([C:20]2[S:21][C:22]([CH3:25])=[CH:23][CH:24]=2)O1.C([O-])([O-])=O.[Na+].[Na+].CCOC(C)=O. Product: [CH3:25][C:22]1[S:21][C:20]([C:2]2[C:3]([N+:9]([O-:11])=[O:10])=[C:4]([CH:6]=[CH:7][CH:8]=2)[NH2:5])=[CH:24][CH:23]=1. The catalyst class is: 117.